Dataset: Reaction yield outcomes from USPTO patents with 853,638 reactions. Task: Predict the reaction yield, written as a fraction of the theoretical maximum amount of product (1.0 means a 100% yield; for example, 0.34 means a 34% yield). (1) The reactants are C(O[C:4]([C:6]1[N:7]=[N:8][C:9]([O:12][CH2:13][C:14]2[C:15]([C:20]3[CH:25]=[CH:24][N:23]=[CH:22][CH:21]=3)=[N:16][O:17][C:18]=2[CH3:19])=[CH:10][CH:11]=1)=[O:5])C.[F:26][C:27]([F:31])([F:30])[CH2:28][NH2:29]. No catalyst specified. The product is [F:26][C:27]([F:31])([F:30])[CH2:28][NH:29][C:4]([C:6]1[N:7]=[N:8][C:9]([O:12][CH2:13][C:14]2[C:15]([C:20]3[CH:21]=[CH:22][N:23]=[CH:24][CH:25]=3)=[N:16][O:17][C:18]=2[CH3:19])=[CH:10][CH:11]=1)=[O:5]. The yield is 0.660. (2) The reactants are [C:1]1([CH3:15])[CH:6]=[CH:5][C:4]([NH:7][C:8]2[CH:13]=[CH:12][C:11]([CH3:14])=[CH:10][CH:9]=2)=[CH:3][CH:2]=1.Br[C:17]1[CH:22]=[CH:21][C:20]([C:23]2[CH:28]=[CH:27][C:26]([Br:29])=[CH:25][CH:24]=2)=[CH:19][CH:18]=1.CC(C)([O-])C.[Na+]. The catalyst is C1(C)C=CC=CC=1. The product is [Br:29][C:26]1[CH:27]=[CH:28][C:23]([C:20]2[CH:21]=[CH:22][C:17]([N:7]([C:8]3[CH:9]=[CH:10][C:11]([CH3:14])=[CH:12][CH:13]=3)[C:4]3[CH:3]=[CH:2][C:1]([CH3:15])=[CH:6][CH:5]=3)=[CH:18][CH:19]=2)=[CH:24][CH:25]=1. The yield is 0.720. (3) The reactants are [NH2:1][C:2]1[O:3][CH2:4][C@:5]2([F:28])[CH2:10][O:9][CH2:8][C@:6]2([C:11]2[CH:12]=[C:13]([NH:18][C:19]([C:21]3[CH:26]=[N:25][C:24]([Cl:27])=[CH:23][N:22]=3)=[O:20])[CH:14]=[CH:15][C:16]=2[F:17])[N:7]=1.[F:29][C:30]1([CH2:33][OH:34])[CH2:32][CH2:31]1.C(=O)([O-])[O-].[K+].[K+].C(#N)C. The catalyst is C(OCC)(=O)C. The product is [ClH:27].[NH2:1][C:2]1[O:3][CH2:4][C@:5]2([F:28])[CH2:10][O:9][CH2:8][C@:6]2([C:11]2[CH:12]=[C:13]([NH:18][C:19]([C:21]3[CH:26]=[N:25][C:24]([O:34][CH2:33][C:30]4([F:29])[CH2:32][CH2:31]4)=[CH:23][N:22]=3)=[O:20])[CH:14]=[CH:15][C:16]=2[F:17])[N:7]=1. The yield is 0.300. (4) The reactants are [CH2:1]([N:4]1[C:13]2[CH:12]=[C:11]([CH3:14])[C:10]([CH3:15])=[C:9]3[C:16]([CH3:20])([CH3:19])[CH2:17][CH2:18][N:7]([C:8]=23)[C:6](=[O:21])[C:5]1=[O:22])[CH:2]=[CH2:3].[OH2:23].CC([OH:28])(C)C.C[N+]1([O-])CCOCC1. The catalyst is CC(C)=O.[Os](=O)(=O)(=O)=O. The product is [OH:23][CH:2]([CH2:3][OH:28])[CH2:1][N:4]1[C:13]2[CH:12]=[C:11]([CH3:14])[C:10]([CH3:15])=[C:9]3[C:16]([CH3:19])([CH3:20])[CH2:17][CH2:18][N:7]([C:8]=23)[C:6](=[O:21])[C:5]1=[O:22]. The yield is 0.680. (5) The reactants are [CH3:1][C@H:2]1[O:7][C@@H:6]([C:8]2[CH:13]=[CH:12][N:11]=[CH:10][C:9]=2[N+:14]([O-:16])=[O:15])[CH2:5][C:4]([O:17][Si](CC)(CC)CC)=[CH:3]1.Cl.[OH-].[Na+]. The catalyst is C1COCC1. The product is [CH3:1][C@H:2]1[CH2:3][C:4](=[O:17])[CH2:5][C@@H:6]([C:8]2[CH:13]=[CH:12][N:11]=[CH:10][C:9]=2[N+:14]([O-:16])=[O:15])[O:7]1. The yield is 0.800.